From a dataset of Forward reaction prediction with 1.9M reactions from USPTO patents (1976-2016). Predict the product of the given reaction. The product is: [CH3:25][N:5]1[C:6]([C:7]2[N:12]=[C:11]([C@@H:13]([NH:17][C:18](=[O:24])[O:19][C:20]([CH3:21])([CH3:23])[CH3:22])[CH2:14][CH:15]=[CH2:16])[CH:10]=[CH:9][CH:8]=2)=[C:2]([NH:1][C:28](=[O:29])[C@H:27]([CH3:26])[CH:31]=[CH2:32])[CH:3]=[N:4]1. Given the reactants [NH2:1][C:2]1[CH:3]=[N:4][N:5]([CH3:25])[C:6]=1[C:7]1[N:12]=[C:11]([C@@H:13]([NH:17][C:18](=[O:24])[O:19][C:20]([CH3:23])([CH3:22])[CH3:21])[CH2:14][CH:15]=[CH2:16])[CH:10]=[CH:9][CH:8]=1.[CH3:26][C@H:27]([CH:31]=[CH2:32])[C:28](O)=[O:29].N1C=CC=CC=1.C(P1(=O)OP(CCC)(=O)OP(CCC)(=O)O1)CC, predict the reaction product.